Dataset: Catalyst prediction with 721,799 reactions and 888 catalyst types from USPTO. Task: Predict which catalyst facilitates the given reaction. (1) Product: [O:12]([CH2:13][CH2:14][CH2:15][CH2:16][CH2:17][NH2:18])[C@@H:11]1[O:36][C@@H:37]([CH3:57])[C@H:38]([OH:49])[C@@H:39]([OH:40])[C@H:10]1[OH:9]. Reactant: C([O:9][C@@H:10]1[C@H:39]([O:40]C(=O)C2C=CC=CC=2)[C@@H:38]([O:49]CC2C=CC=CC=2)[C@H:37]([CH3:57])[O:36][C@H:11]1[O:12][CH2:13][CH2:14][CH2:15][CH2:16][CH:17](C(OCC1C=CC=CC=1)=O)[NH:18]CC1C=CC=CC=1)(=O)C1C=CC=CC=1. The catalyst class is: 1. (2) Reactant: [CH2:1]([OH:8])[C:2]1[CH:7]=[CH:6][CH:5]=[CH:4][CH:3]=1.[H-].[Na+].F[C:12]1[CH:17]=[CH:16][C:15]([N+:18]([O-:20])=[O:19])=[C:14](F)[C:13]=1[F:22]. Product: [CH2:1]([O:8][C:12]1[CH:17]=[CH:16][C:15]([N+:18]([O-:20])=[O:19])=[C:14]([O:8][CH2:1][C:2]2[CH:7]=[CH:6][CH:5]=[CH:4][CH:3]=2)[C:13]=1[F:22])[C:2]1[CH:7]=[CH:6][CH:5]=[CH:4][CH:3]=1. The catalyst class is: 248. (3) Reactant: [BH4-].[Na+].[Br:3][C:4]1[CH:5]=[N:6][C:7]([NH:10][C:11]2[CH:16]=[CH:15][C:14]([C:17](=[O:22])[C:18]([F:21])([F:20])[F:19])=[CH:13][CH:12]=2)=[N:8][CH:9]=1. Product: [Br:3][C:4]1[CH:9]=[N:8][C:7]([NH:10][C:11]2[CH:12]=[CH:13][C:14]([CH:17]([OH:22])[C:18]([F:20])([F:19])[F:21])=[CH:15][CH:16]=2)=[N:6][CH:5]=1. The catalyst class is: 125. (4) Reactant: C[O:2][C:3]([C:5]1[S:6][C:7]2[C:8](=[O:25])[CH2:9][O:10][C:11]3[CH:18]=[CH:17][C:16]([C:19]#[C:20][C:21]([OH:24])([CH3:23])[CH3:22])=[CH:15][C:12]=3[C:13]=2[N:14]=1)=O.[NH3:26].CO. Product: [OH:24][C:21]([CH3:23])([CH3:22])[C:20]#[C:19][C:16]1[CH:17]=[CH:18][C:11]2[O:10][CH2:9][C:8](=[O:25])[C:7]3[S:6][C:5]([C:3]([NH2:26])=[O:2])=[N:14][C:13]=3[C:12]=2[CH:15]=1. The catalyst class is: 1. (5) Reactant: N[C:2]1[CH:3]=[C:4]([C:10](=[O:12])[CH3:11])[CH:5]=[CH:6][C:7]=1[CH2:8][CH3:9].S(=O)(=O)(O)[OH:14].N([O-])=O.[Na+].NC(N)=O. Product: [CH2:8]([C:7]1[CH:6]=[CH:5][C:4]([C:10](=[O:12])[CH3:11])=[CH:3][C:2]=1[OH:14])[CH3:9]. The catalyst class is: 6.